From a dataset of TCR-epitope binding with 47,182 pairs between 192 epitopes and 23,139 TCRs. Binary Classification. Given a T-cell receptor sequence (or CDR3 region) and an epitope sequence, predict whether binding occurs between them. (1) The epitope is IPSINVHHY. The TCR CDR3 sequence is CASWMGNTEAFF. Result: 0 (the TCR does not bind to the epitope). (2) The epitope is WICLLQFAY. The TCR CDR3 sequence is CASSVGALEQYF. Result: 1 (the TCR binds to the epitope).